From a dataset of Reaction yield outcomes from USPTO patents with 853,638 reactions. Predict the reaction yield, written as a fraction of the theoretical maximum amount of product (1.0 means a 100% yield; for example, 0.34 means a 34% yield). The reactants are [C:1]([O:5][C:6]([N:8]1[CH2:13][CH2:12][CH:11]([C:14]2[C:23]3[C:18](=[CH:19][C:20]([N:25]4[CH2:30][CH2:29][O:28][CH2:27][CH2:26]4)=[C:21](F)[CH:22]=3)[N:17]=[CH:16][N:15]=2)[CH2:10][CH2:9]1)=[O:7])([CH3:4])([CH3:3])[CH3:2].CS(C)=O.[O:35]([CH3:37])[K].CO.[Al]. The catalyst is C1(C)C=CC=CC=1. The product is [C:1]([O:5][C:6]([N:8]1[CH2:13][CH2:12][CH:11]([C:14]2[C:23]3[C:18](=[CH:19][C:20]([N:25]4[CH2:30][CH2:29][O:28][CH2:27][CH2:26]4)=[C:21]([O:35][CH3:37])[CH:22]=3)[N:17]=[CH:16][N:15]=2)[CH2:10][CH2:9]1)=[O:7])([CH3:4])([CH3:3])[CH3:2]. The yield is 0.670.